Predict the reaction yield, written as a fraction of the theoretical maximum amount of product (1.0 means a 100% yield; for example, 0.34 means a 34% yield). From a dataset of Reaction yield outcomes from USPTO patents with 853,638 reactions. The reactants are Br[C:2]1[CH:6]=[C:5]([C:7]#[C:8][C:9]([CH3:12])([CH3:11])[CH3:10])[S:4][C:3]=1[C:13]([O:15][CH3:16])=[O:14].C(=O)([O-])[O-].[Cs+].[Cs+].Cl.[NH2:24][C@H:25]1[CH2:31][CH2:30][CH2:29][CH2:28][N:27]([CH3:32])[C:26]1=[O:33]. The catalyst is C1(C)C=CC=CC=1.C([O-])(=O)C.[Pd+2].C([O-])(=O)C. The product is [CH3:10][C:9]([CH3:12])([CH3:11])[C:8]#[C:7][C:5]1[S:4][C:3]([C:13]([O:15][CH3:16])=[O:14])=[C:2]([NH:24][C@H:25]2[CH2:31][CH2:30][CH2:29][CH2:28][N:27]([CH3:32])[C:26]2=[O:33])[CH:6]=1. The yield is 0.650.